Regression. Given a peptide amino acid sequence and an MHC pseudo amino acid sequence, predict their binding affinity value. This is MHC class I binding data. From a dataset of Peptide-MHC class I binding affinity with 185,985 pairs from IEDB/IMGT. (1) The peptide sequence is RELGLDISL. The MHC is HLA-B18:01 with pseudo-sequence HLA-B18:01. The binding affinity (normalized) is 0.902. (2) The peptide sequence is KIVPLPPMY. The MHC is HLA-B39:01 with pseudo-sequence HLA-B39:01. The binding affinity (normalized) is 0.0847. (3) The peptide sequence is YRPVFSSP. The MHC is HLA-B27:05 with pseudo-sequence HLA-B27:05. The binding affinity (normalized) is 0. (4) The peptide sequence is IVLPEKDSW. The MHC is HLA-A30:02 with pseudo-sequence HLA-A30:02. The binding affinity (normalized) is 0. (5) The peptide sequence is NLPYNWKNFY. The MHC is HLA-A33:01 with pseudo-sequence HLA-A33:01. The binding affinity (normalized) is 0.0914.